Dataset: Reaction yield outcomes from USPTO patents with 853,638 reactions. Task: Predict the reaction yield, written as a fraction of the theoretical maximum amount of product (1.0 means a 100% yield; for example, 0.34 means a 34% yield). (1) The product is [Cl:8][C:7]1[C:2]([F:1])=[CH:3][N:4]=[CH:5][C:6]=1[CH:13]=[N:12][OH:21]. The reactants are [F:1][C:2]1[CH:3]=[N:4][CH:5]=[CH:6][C:7]=1[Cl:8].C([N-:12][CH:13](C)C)(C)C.[Li+].CN(C=[O:21])C.Cl.NO.C(=O)([O-])[O-].[K+].[K+]. The yield is 0.760. The catalyst is C1COCC1. (2) The reactants are [CH3:1][C@@H:2]1[N:13]([CH3:14])[C:12](=[O:15])[C@H:11]([CH2:16][C:17](O)=[O:18])[CH2:10][CH:9]=[CH:8][CH2:7][CH2:6][C:5](=[O:20])[O:4][C@@H:3]1[C:21]1[CH:26]=[CH:25][CH:24]=[CH:23][CH:22]=1.[Cl:27][C:28]1[CH:33]=[CH:32][C:31]([CH2:34][NH2:35])=[CH:30][CH:29]=1.CO.C(Cl)Cl. The catalyst is C(Cl)Cl. The product is [Cl:27][C:28]1[CH:33]=[CH:32][C:31]([CH2:34][NH:35][C:17](=[O:18])[CH2:16][C@@H:11]2[CH2:10][CH:9]=[CH:8][CH2:7][CH2:6][C:5](=[O:20])[O:4][C@H:3]([C:21]3[CH:26]=[CH:25][CH:24]=[CH:23][CH:22]=3)[C@H:2]([CH3:1])[N:13]([CH3:14])[C:12]2=[O:15])=[CH:30][CH:29]=1. The yield is 0.610. (3) The reactants are [CH3:1][O:2][C:3]1[CH:4]=[C:5]([CH:14]=[CH:15][C:16]=1[O:17][CH3:18])[CH2:6][NH:7][CH2:8][C:9]([O:11][CH2:12][CH3:13])=[O:10].[C:19](O[C:19]([O:21][C:22]([CH3:25])([CH3:24])[CH3:23])=[O:20])([O:21][C:22]([CH3:25])([CH3:24])[CH3:23])=[O:20]. The catalyst is C(Cl)Cl. The product is [C:22]([O:21][C:19]([N:7]([CH2:6][C:5]1[CH:14]=[CH:15][C:16]([O:17][CH3:18])=[C:3]([O:2][CH3:1])[CH:4]=1)[CH2:8][C:9]([O:11][CH2:12][CH3:13])=[O:10])=[O:20])([CH3:25])([CH3:24])[CH3:23]. The yield is 0.930. (4) The reactants are C(OC(=O)[NH:7][C@@H:8]([CH:18]1[CH2:23][CH2:22][CH2:21][CH2:20][CH2:19]1)[C:9]([N:11]1[CH2:15][CH2:14][C:13]([F:17])([F:16])[CH2:12]1)=[O:10])(C)(C)C. The catalyst is C(OCC)(=O)C. The product is [NH2:7][C@@H:8]([CH:18]1[CH2:23][CH2:22][CH2:21][CH2:20][CH2:19]1)[C:9]([N:11]1[CH2:15][CH2:14][C:13]([F:17])([F:16])[CH2:12]1)=[O:10]. The yield is 0.710.